From a dataset of Reaction yield outcomes from USPTO patents with 853,638 reactions. Predict the reaction yield, written as a fraction of the theoretical maximum amount of product (1.0 means a 100% yield; for example, 0.34 means a 34% yield). (1) The reactants are [CH3:1][O:2][CH2:3][CH2:4][NH:5][S:6]([CH2:9][C:10]1[CH:15]=[CH:14][CH:13]=[CH:12][CH:11]=1)(=[O:8])=[O:7].[C:16](OCC)(=[O:22])[C:17](OCC)=[O:18].CC(C)([O-])C.[K+]. The catalyst is CN(C=O)C. The product is [OH:22][C:16]1[C:17](=[O:18])[N:5]([CH2:4][CH2:3][O:2][CH3:1])[S:6](=[O:7])(=[O:8])[C:9]=1[C:10]1[CH:15]=[CH:14][CH:13]=[CH:12][CH:11]=1. The yield is 0.0600. (2) The reactants are [CH:1]1[C:10]2[C:5](=[CH:6][CH:7]=[CH:8][CH:9]=2)[CH:4]=[CH:3][C:2]=1[S:11](Cl)(=[O:13])=[O:12].[NH2:15][CH2:16][CH2:17][CH2:18][C:19]([O:21][CH3:22])=[O:20]. No catalyst specified. The product is [CH:1]1[C:10]2[C:5](=[CH:6][CH:7]=[CH:8][CH:9]=2)[CH:4]=[CH:3][C:2]=1[S:11]([NH:15][CH2:16][CH2:17][CH2:18][C:19]([O:21][CH3:22])=[O:20])(=[O:13])=[O:12]. The yield is 0.940. (3) The reactants are [Br:1][C:2]1[CH:3]=[CH:4][C:5](=[O:8])[NH:6][CH:7]=1.[CH3:9][C:10]1([CH3:13])[CH2:12][O:11]1.C([O-])([O-])=O.[K+].[K+]. The catalyst is CN(C=O)C.C(OCC)(=O)C. The product is [Br:1][C:2]1[CH:3]=[CH:4][C:5](=[O:8])[N:6]([CH2:9][C:10]([OH:11])([CH3:13])[CH3:12])[CH:7]=1. The yield is 0.760. (4) The reactants are [Br:1][C:2]1[CH:3]=[C:4]2[C:9](=[CH:10][CH:11]=1)[C:8](=[O:12])[NH:7][C:6](=[O:13])/[C:5]/2=[CH:14]/OC.Cl.[NH2:18][CH:19]([C:21]1[CH:22]=[CH:23][C:24]([O:28][CH3:29])=[C:25]([OH:27])[CH:26]=1)[CH3:20].C(N(CC)CC)C. The catalyst is CN(C)C=O. The product is [Br:1][C:2]1[CH:3]=[C:4]2[C:9](=[CH:10][CH:11]=1)[C:8](=[O:12])[NH:7][C:6](=[O:13])/[C:5]/2=[CH:14]\[NH:18][CH:19]([C:21]1[CH:22]=[CH:23][C:24]([O:28][CH3:29])=[C:25]([OH:27])[CH:26]=1)[CH3:20]. The yield is 0.730. (5) The reactants are Br[C:2]1[CH:7]=[CH:6][N:5]=[C:4]2[N:8]([S:12]([C:15]3[CH:20]=[CH:19][CH:18]=[CH:17][CH:16]=3)(=[O:14])=[O:13])[C:9]([CH3:11])=[CH:10][C:3]=12.B1(B2OC(C)(C)C(C)(C)O2)OC(C)(C)C(C)(C)O1.C([O-])(=O)C.[K+].Br[C:45]1[CH:50]=[CH:49][C:48]([S:51]([NH:54][CH:55]2[CH2:60][CH2:59][S:58](=[O:62])(=[O:61])[CH2:57][CH2:56]2)(=[O:53])=[O:52])=[CH:47][CH:46]=1. The product is [O:62]=[S:58]1(=[O:61])[CH2:57][CH2:56][CH:55]([NH:54][S:51]([C:48]2[CH:47]=[CH:46][C:45]([C:2]3[CH:7]=[CH:6][N:5]=[C:4]4[N:8]([S:12]([C:15]5[CH:20]=[CH:19][CH:18]=[CH:17][CH:16]=5)(=[O:14])=[O:13])[C:9]([CH3:11])=[CH:10][C:3]=34)=[CH:50][CH:49]=2)(=[O:53])=[O:52])[CH2:60][CH2:59]1. The yield is 0.400. The catalyst is CN(C=O)C.[Pd](Cl)Cl.C1(P([C-]2C=CC=C2)C2C=CC=CC=2)C=CC=CC=1.[C-]1(P(C2C=CC=CC=2)C2C=CC=CC=2)C=CC=C1.[Fe+2].O. (6) The reactants are C[O:2][C:3](=[O:34])[C:4]([CH3:33])([O:26][C:27]1[CH:32]=[CH:31][CH:30]=[CH:29][CH:28]=1)[CH2:5][C:6]1[S:7][C:8]([CH2:11][CH2:12][CH2:13][C:14]2[N:15]=[C:16]([C:20]3[CH:25]=[CH:24][CH:23]=[CH:22][CH:21]=3)[O:17][C:18]=2[CH3:19])=[CH:9][CH:10]=1.[OH-].[Na+].Cl. The catalyst is CCO.O. The product is [CH3:33][C:4]([O:26][C:27]1[CH:28]=[CH:29][CH:30]=[CH:31][CH:32]=1)([CH2:5][C:6]1[S:7][C:8]([CH2:11][CH2:12][CH2:13][C:14]2[N:15]=[C:16]([C:20]3[CH:21]=[CH:22][CH:23]=[CH:24][CH:25]=3)[O:17][C:18]=2[CH3:19])=[CH:9][CH:10]=1)[C:3]([OH:34])=[O:2]. The yield is 0.920. (7) The reactants are Cl[C:2]1[C:3](=[O:14])[C:4]2[C:9]([C:10](=[O:13])[C:11]=1Cl)=[CH:8][CH:7]=[CH:6][CH:5]=2.[CH:15]([O:18][C:19]1[C:28]2[C:23](=[CH:24][CH:25]=[CH:26][CH:27]=2)[C:22]([OH:29])=[CH:21][CH:20]=1)([CH3:17])[CH3:16]. The catalyst is N1C=CC=CC=1. The product is [CH:15]([O:18][C:19]1[C:28]2[CH:27]=[CH:26][CH:25]=[CH:24][C:23]=2[C:22]2[O:29][C:2]3[C:3](=[O:14])[C:4]4[CH:5]=[CH:6][CH:7]=[CH:8][C:9]=4[C:10](=[O:13])[C:11]=3[C:21]=2[CH:20]=1)([CH3:17])[CH3:16]. The yield is 0.660.